From a dataset of Full USPTO retrosynthesis dataset with 1.9M reactions from patents (1976-2016). Predict the reactants needed to synthesize the given product. (1) Given the product [CH3:25][N:24]([CH3:26])[CH2:23][C@H:11]([NH:10][S:7]([C:5]1[S:6][C:2]([C:28]#[C:27][C:29]2[CH:30]=[C:31]([CH3:35])[CH:32]=[CH:33][CH:34]=2)=[CH:3][CH:4]=1)(=[O:9])=[O:8])[CH2:12][C:13]([O:15][CH2:16][C:17]1[CH:22]=[CH:21][CH:20]=[CH:19][CH:18]=1)=[O:14], predict the reactants needed to synthesize it. The reactants are: Br[C:2]1[S:6][C:5]([S:7]([NH:10][C@@H:11]([CH2:23][N:24]([CH3:26])[CH3:25])[CH2:12][C:13]([O:15][CH2:16][C:17]2[CH:22]=[CH:21][CH:20]=[CH:19][CH:18]=2)=[O:14])(=[O:9])=[O:8])=[CH:4][CH:3]=1.[C:27]([C:29]1[CH:30]=[C:31]([CH3:35])[CH:32]=[CH:33][CH:34]=1)#[CH:28].C(N(CC)CC)C. (2) The reactants are: C([O:3][C:4]([C:6]1[CH:7]=[N:8][N:9]([C@H:11]([C:13]2[CH:18]=[CH:17][CH:16]=[CH:15][CH:14]=2)[CH3:12])[CH:10]=1)=[O:5])C.[OH-].[Li+]. Given the product [C:13]1([C@@H:11]([N:9]2[CH:10]=[C:6]([C:4]([OH:5])=[O:3])[CH:7]=[N:8]2)[CH3:12])[CH:18]=[CH:17][CH:16]=[CH:15][CH:14]=1, predict the reactants needed to synthesize it. (3) Given the product [CH:19]([N:15]1[C:14]([C:8]2[S:9][C:10]3[CH2:11][CH2:12][O:13][C:4]4[CH:3]=[C:2]([C:30]5[CH:29]=[N:28][N:27]([CH2:26][C:25]([CH3:41])([OH:42])[CH3:24])[CH:31]=5)[CH:23]=[CH:22][C:5]=4[C:6]=3[N:7]=2)=[N:18][CH:17]=[N:16]1)([CH3:21])[CH3:20], predict the reactants needed to synthesize it. The reactants are: Br[C:2]1[CH:23]=[CH:22][C:5]2[C:6]3[N:7]=[C:8]([C:14]4[N:15]([CH:19]([CH3:21])[CH3:20])[N:16]=[CH:17][N:18]=4)[S:9][C:10]=3[CH2:11][CH2:12][O:13][C:4]=2[CH:3]=1.[CH3:24][C:25]([OH:42])([CH3:41])[CH2:26][N:27]1[CH:31]=[C:30](B2OC(C)(C)C(C)(C)O2)[CH:29]=[N:28]1. (4) Given the product [Cl:11][C:10]1[C:2]([NH:1][C:30](=[O:31])[CH2:29][C:26]2[CH:27]=[CH:28][C:23]([F:22])=[C:24]([C:33]([F:34])([F:36])[F:35])[CH:25]=2)=[C:3]2[C:7](=[CH:8][CH:9]=1)[C:6](=[O:12])[N:5]([C@H:13]([CH3:16])[CH2:14][OH:15])[CH2:4]2, predict the reactants needed to synthesize it. The reactants are: [NH2:1][C:2]1[C:10]([Cl:11])=[CH:9][CH:8]=[C:7]2[C:3]=1[CH2:4][N:5]([C@H:13]([CH3:16])[CH2:14][OH:15])[C:6]2=[O:12].C([O-])(O)=O.[Na+].[F:22][C:23]1[CH:28]=[CH:27][C:26]([CH2:29][C:30](Cl)=[O:31])=[CH:25][C:24]=1[C:33]([F:36])([F:35])[F:34].C([O-])([O-])=O.[K+].[K+]. (5) Given the product [CH2:19]([C:11]1([C:14]([O:16][CH2:17][CH3:18])=[O:15])[CH2:12][CH2:13][N:8]([C:5]2[N:4]=[CH:3][C:2]([B:21]3[O:25][C:24]([CH3:27])([CH3:26])[C:23]([CH3:29])([CH3:28])[O:22]3)=[CH:7][N:6]=2)[CH2:9][CH2:10]1)[CH3:20], predict the reactants needed to synthesize it. The reactants are: Br[C:2]1[CH:3]=[N:4][C:5]([N:8]2[CH2:13][CH2:12][C:11]([CH2:19][CH3:20])([C:14]([O:16][CH2:17][CH3:18])=[O:15])[CH2:10][CH2:9]2)=[N:6][CH:7]=1.[B:21]1([B:21]2[O:25][C:24]([CH3:27])([CH3:26])[C:23]([CH3:29])([CH3:28])[O:22]2)[O:25][C:24]([CH3:27])([CH3:26])[C:23]([CH3:29])([CH3:28])[O:22]1.CC([O-])=O.[K+]. (6) Given the product [C:1](/[C:3](=[C:22](/[OH:27])\[CH2:23][CH2:24][C:25]#[CH:26])/[C:4]([NH:6][C:7]1[CH:8]=[CH:9][C:10]([O:11][CH2:12][CH2:13][CH2:14][CH2:15][CH2:16][C:17]([O:19][C:28]2[C:37]([F:38])=[C:35]([F:36])[C:33]([F:34])=[C:31]([F:32])[C:29]=2[F:30])=[O:18])=[CH:20][CH:21]=1)=[O:5])#[N:2], predict the reactants needed to synthesize it. The reactants are: [C:1](/[C:3](=[C:22](/[OH:27])\[CH2:23][CH2:24][C:25]#[CH:26])/[C:4]([NH:6][C:7]1[CH:21]=[CH:20][C:10]([O:11][CH2:12][CH2:13][CH2:14][CH2:15][CH2:16][C:17]([OH:19])=[O:18])=[CH:9][CH:8]=1)=[O:5])#[N:2].[C:28]1(O)[C:37]([F:38])=[C:35]([F:36])[C:33]([F:34])=[C:31]([F:32])[C:29]=1[F:30].C1(N=C=NC2CCCCC2)CCCCC1. (7) Given the product [CH2:37]([CH:18]1[CH2:17][CH2:16][C:15]2[C:20](=[CH:21][CH:22]=[C:13]([O:12][CH3:11])[CH:14]=2)[C:19]1=[O:23])[CH:36]=[CH2:35], predict the reactants needed to synthesize it. The reactants are: [Li+].C[Si]([N-][Si](C)(C)C)(C)C.[CH3:11][O:12][C:13]1[CH:14]=[C:15]2[C:20](=[CH:21][CH:22]=1)[C:19](=[O:23])[CH2:18][CH2:17][CH2:16]2.CN(P(N(C)C)(N(C)C)=O)C.[CH2:35](Br)[CH:36]=[CH2:37].